Task: Binary Classification. Given a drug SMILES string, predict its activity (active/inactive) in a high-throughput screening assay against a specified biological target.. Dataset: Cav3 T-type calcium channel HTS with 100,875 compounds The molecule is O=C(N1CCN(CC1)Cc1cc(OC)c(O)c(OC)c1)CC(C)C. The result is 0 (inactive).